This data is from Forward reaction prediction with 1.9M reactions from USPTO patents (1976-2016). The task is: Predict the product of the given reaction. (1) Given the reactants Br[C:2]1[C:12]2[O:11][CH2:10][CH2:9][N:8]([C:13]([O:15][C:16]([CH3:19])([CH3:18])[CH3:17])=[O:14])[CH2:7][C:6]=2[CH:5]=[CH:4][CH:3]=1.C([Li])CCC.CCCCCC.[C:31](=[O:33])=[O:32].[Cl-].[NH4+].Cl, predict the reaction product. The product is: [C:16]([O:15][C:13]([N:8]1[CH2:7][C:6]2[CH:5]=[CH:4][CH:3]=[C:2]([C:31]([OH:33])=[O:32])[C:12]=2[O:11][CH2:10][CH2:9]1)=[O:14])([CH3:19])([CH3:18])[CH3:17]. (2) Given the reactants ClC1C=CC(N2[C:16]([C:17]([NH:19][CH3:20])=[O:18])=[C:15]3[C:10]([CH:11]=[C:12]([NH:24][S:25]([CH3:28])(=[O:27])=[O:26])[C:13]([CH:21]4[CH2:23][CH2:22]4)=[CH:14]3)=[N:9]2)=CC=1.[F:29][C:30]1[CH:31]=[C:32]([CH:34]=[CH:35][C:36]=1[CH3:37])[NH2:33], predict the reaction product. The product is: [CH:21]1([C:13]2[C:12]([NH:24][S:25]([CH3:28])(=[O:26])=[O:27])=[CH:11][C:10]3[C:15](=[C:16]([C:17]([NH:19][CH3:20])=[O:18])[N:33]([C:32]4[CH:34]=[CH:35][C:36]([CH3:37])=[C:30]([F:29])[CH:31]=4)[N:9]=3)[CH:14]=2)[CH2:22][CH2:23]1. (3) Given the reactants C([O:4][CH:5]([C:9]1[CH:14]=C[C:12](C)=[CH:11][CH:10]=1)C(C)=C)C=C.[C:16]1([C:18](=[CH:20][C:21](=[CH:23][CH:24]=1)[CH3:22])C)[CH3:17], predict the reaction product. The product is: [CH3:14][CH:9]([CH2:10]/[C:11](/[CH3:12])=[CH:17]/[C:16]1[CH:24]=[CH:23][C:21]([CH3:22])=[CH:20][CH:18]=1)[CH:5]=[O:4]. (4) Given the reactants [Br:1][C:2]1[CH:7]=[CH:6][C:5]([OH:8])=[CH:4][C:3]=1[CH3:9].C(NC(C)C)(C)C.[CH3:17][O:18][CH2:19]Cl.C(O)(=O)CC(CC(O)=O)(C(O)=O)O, predict the reaction product. The product is: [Br:1][C:2]1[CH:7]=[CH:6][C:5]([O:8][CH2:17][O:18][CH3:19])=[CH:4][C:3]=1[CH3:9]. (5) Given the reactants [C:1]([NH:9][CH:10]([C:22]1[CH:27]=[CH:26][CH:25]=[CH:24][CH:23]=1)[C:11]([O:13][C@@H:14]1[CH:19]2[CH2:20][CH2:21][N:16]([CH2:17][CH2:18]2)[CH2:15]1)=[O:12])(=[O:8])[C:2]1[CH:7]=[CH:6][CH:5]=[CH:4][CH:3]=1.[Cl:28][CH2:29][C:30]([C:32]1[CH:37]=[CH:36][CH:35]=[CH:34][CH:33]=1)=[O:31], predict the reaction product. The product is: [Cl-:28].[C:1]([NH:9][CH:10]([C:22]1[CH:27]=[CH:26][CH:25]=[CH:24][CH:23]=1)[C:11]([O:13][C@@H:14]1[CH:19]2[CH2:18][CH2:17][N+:16]([CH2:29][C:30](=[O:31])[C:32]3[CH:37]=[CH:36][CH:35]=[CH:34][CH:33]=3)([CH2:21][CH2:20]2)[CH2:15]1)=[O:12])(=[O:8])[C:2]1[CH:3]=[CH:4][CH:5]=[CH:6][CH:7]=1. (6) Given the reactants [CH3:1][O:2][C:3]1[CH:8]=[CH:7][CH:6]=[C:5]([O:9][CH3:10])[C:4]=1[CH:11]1[N:16]([CH2:17][C:18]2[CH:23]=[CH:22][C:21]([OH:24])=[CH:20][CH:19]=2)[C:15](=[O:25])[CH2:14][CH2:13][CH2:12]1.Br[CH:27]([CH3:29])[CH3:28], predict the reaction product. The product is: [CH3:1][O:2][C:3]1[CH:8]=[CH:7][CH:6]=[C:5]([O:9][CH3:10])[C:4]=1[CH:11]1[N:16]([CH2:17][C:18]2[CH:23]=[CH:22][C:21]([O:24][CH:27]([CH3:29])[CH3:28])=[CH:20][CH:19]=2)[C:15](=[O:25])[CH2:14][CH2:13][CH2:12]1.